This data is from Full USPTO retrosynthesis dataset with 1.9M reactions from patents (1976-2016). The task is: Predict the reactants needed to synthesize the given product. (1) Given the product [CH3:9][N:8]([CH3:10])[CH2:7][CH2:6][C:5]1[S:1][C:2]2[CH:14]=[CH:13][CH:12]=[CH:11][C:3]=2[C:4]=1[C:20]([C:19]1[CH:23]=[CH:24][C:16]([F:15])=[CH:17][CH:18]=1)=[O:21], predict the reactants needed to synthesize it. The reactants are: [S:1]1[C:5]([CH2:6][CH2:7][N:8]([CH3:10])[CH3:9])=[CH:4][C:3]2[CH:11]=[CH:12][CH:13]=[CH:14][C:2]1=2.[F:15][C:16]1[CH:24]=[CH:23][C:19]([C:20](Cl)=[O:21])=[CH:18][CH:17]=1.[Cl-].[Al+3].[Cl-].[Cl-]. (2) Given the product [CH2:1]([S:3]([CH2:4][C:5]1[CH:6]=[C:7]([CH:8]=[CH:9][CH:10]=1)[NH2:11])(=[O:19])=[O:14])[CH3:2], predict the reactants needed to synthesize it. The reactants are: [CH2:1]([S:3][CH2:4][C:5]1[CH:10]=[CH:9][CH:8]=[C:7]([N+:11]([O-])=O)[CH:6]=1)[CH3:2].[OH-:14].[Na+].C1C[O:19]CC1. (3) Given the product [Cl:3][C:4]1[CH:5]=[C:6]([O:13][CH2:14][C@H:15]2[CH2:19][CH2:18][CH2:17][N:16]2[C:28]([C@H:25]2[CH2:24][CH2:23][C@H:22]([C:21]([F:20])([F:31])[F:32])[CH2:27][CH2:26]2)=[O:29])[C:7]([C:10]([NH2:12])=[O:11])=[N:8][CH:9]=1, predict the reactants needed to synthesize it. The reactants are: Cl.Cl.[Cl:3][C:4]1[CH:5]=[C:6]([O:13][CH2:14][C@H:15]2[CH2:19][CH2:18][CH2:17][NH:16]2)[C:7]([C:10]([NH2:12])=[O:11])=[N:8][CH:9]=1.[F:20][C:21]([F:32])([F:31])[C@H:22]1[CH2:27][CH2:26][C@H:25]([C:28](O)=[O:29])[CH2:24][CH2:23]1.N1C2C(=CC=CC=2)C=C1C(O)=O. (4) Given the product [C:15]1([N:21]2[CH2:26][CH2:25][N:24]([C:2]3[N:3]=[C:4]([CH2:11][CH2:12][CH2:13][NH2:14])[C:5]4[S:10][CH2:9][CH2:8][C:6]=4[N:7]=3)[CH2:23][CH2:22]2)[CH:20]=[CH:19][CH:18]=[CH:17][CH:16]=1, predict the reactants needed to synthesize it. The reactants are: Cl[C:2]1[N:3]=[C:4]([CH2:11][CH2:12][CH2:13][NH2:14])[C:5]2[S:10][CH2:9][CH2:8][C:6]=2[N:7]=1.[C:15]1([N:21]2[CH2:26][CH2:25][NH:24][CH2:23][CH2:22]2)[CH:20]=[CH:19][CH:18]=[CH:17][CH:16]=1. (5) Given the product [F:20][C:21]1[CH:26]=[CH:25][CH:24]=[CH:23][C:22]=1[C:2]1[C:3]2[N:4]([CH:17]=[N:18][N:19]=2)[CH:5]=[C:6]([C:8]2[S:12][C:11]([NH:13][CH:14]([CH3:16])[CH3:15])=[N:10][CH:9]=2)[CH:7]=1, predict the reactants needed to synthesize it. The reactants are: Br[C:2]1[C:3]2[N:4]([CH:17]=[N:18][N:19]=2)[CH:5]=[C:6]([C:8]2[S:12][C:11]([NH:13][CH:14]([CH3:16])[CH3:15])=[N:10][CH:9]=2)[CH:7]=1.[F:20][C:21]1[CH:26]=[CH:25][CH:24]=[CH:23][C:22]=1B(O)O.[O-]P([O-])([O-])=O.[K+].[K+].[K+].